Dataset: HIV replication inhibition screening data with 41,000+ compounds from the AIDS Antiviral Screen. Task: Binary Classification. Given a drug SMILES string, predict its activity (active/inactive) in a high-throughput screening assay against a specified biological target. The compound is C[n+]1c(C=Cc2ccc3c(c2)OCO3)ccc2ccccc21.[I-]. The result is 0 (inactive).